From a dataset of hERG Central: cardiac toxicity at 1µM, 10µM, and general inhibition. Predict hERG channel inhibition at various concentrations. (1) The drug is Cc1nnc(C)c2c(C)n(C(c3ccccc3)c3ccccc3)c(C)c12. Results: hERG_inhib (hERG inhibition (general)): blocker. (2) The molecule is COCCCNCCOCCOc1ccc(Cl)cc1C(C)(C)C.O=C(O)C(=O)O. Results: hERG_inhib (hERG inhibition (general)): blocker.